Dataset: Full USPTO retrosynthesis dataset with 1.9M reactions from patents (1976-2016). Task: Predict the reactants needed to synthesize the given product. (1) The reactants are: [Cl:1][C:2]1[CH:7]=[C:6]([Cl:8])[CH:5]=[CH:4][C:3]=1[CH2:9][C:10](=O)[CH2:11][F:12].N1C=CC=CC=1.Cl.[CH3:21][O:22][NH2:23]. Given the product [CH3:21][O:22][N:23]=[C:10]([CH2:11][F:12])[CH2:9][C:3]1[CH:4]=[CH:5][C:6]([Cl:8])=[CH:7][C:2]=1[Cl:1], predict the reactants needed to synthesize it. (2) The reactants are: [CH2:1]([O:3][C:4]1[CH:9]=[CH:8][C:7]([NH:10][C:11]([C:13]2[C:14](NCCC3C=CC=CC=3)=[N:15][CH:16]=[CH:17][CH:18]=2)=[O:12])=[CH:6][CH:5]=1)[CH3:2].ClC1C(C(N[C:38]2[CH:43]=[CH:42][C:41](OCC)=[CH:40][CH:39]=2)=O)=CC=CN=1.ClC1C=C[N:51]=[CH:50]C=1C(NC1C=CC(OCC)=CC=1)=O. Given the product [CH2:50]([NH:51][C:18]1[CH:17]=[CH:16][N:15]=[CH:14][C:13]=1[C:11]([NH:10][C:7]1[CH:6]=[CH:5][C:4]([O:3][CH2:1][CH3:2])=[CH:9][CH:8]=1)=[O:12])[C:38]1[CH:39]=[CH:40][CH:41]=[CH:42][CH:43]=1, predict the reactants needed to synthesize it. (3) Given the product [CH2:21]([O:28][C:29]1[CH:30]=[C:31]([CH:40]([OH:46])[CH2:41][NH:2][C:3]([CH3:20])([CH3:19])[CH2:4][CH2:5][CH2:6][N:7]2[C:11]3[C:12]([F:16])=[CH:13][CH:14]=[CH:15][C:10]=3[N:9]([CH3:17])[C:8]2=[O:18])[C:32]2[O:37][CH2:36][C:35](=[O:38])[NH:34][C:33]=2[CH:39]=1)[C:22]1[CH:23]=[CH:24][CH:25]=[CH:26][CH:27]=1, predict the reactants needed to synthesize it. The reactants are: Cl.[NH2:2][C:3]([CH3:20])([CH3:19])[CH2:4][CH2:5][CH2:6][N:7]1[C:11]2[C:12]([F:16])=[CH:13][CH:14]=[CH:15][C:10]=2[N:9]([CH3:17])[C:8]1=[O:18].[CH2:21]([O:28][C:29]1[CH:30]=[C:31]([C:40](=[O:46])[CH:41](OCC)O)[C:32]2[O:37][CH2:36][C:35](=[O:38])[NH:34][C:33]=2[CH:39]=1)[C:22]1[CH:27]=[CH:26][CH:25]=[CH:24][CH:23]=1. (4) Given the product [CH:1]([NH:4][C:5]([N:7]1[C:15]2[C:10](=[CH:11][C:12]([O:16][C:17]3[CH:22]=[CH:21][N:20]=[C:19]([NH:23][C:27]([N:26]4[CH2:29][CH2:30][CH2:25][CH2:24]4)=[O:33])[CH:18]=3)=[CH:13][CH:14]=2)[CH:9]=[CH:8]1)=[O:6])([CH3:3])[CH3:2], predict the reactants needed to synthesize it. The reactants are: [CH:1]([NH:4][C:5]([N:7]1[C:15]2[C:10](=[CH:11][C:12]([O:16][C:17]3[CH:22]=[CH:21][N:20]=[C:19]([NH2:23])[CH:18]=3)=[CH:13][CH:14]=2)[CH:9]=[CH:8]1)=[O:6])([CH3:3])[CH3:2].[CH2:24]([N:26]([CH2:29][CH3:30])[CH2:27]C)[CH3:25].ClC(OC1C=CC=CC=1)=[O:33].N1CCCC1. (5) Given the product [CH2:38]([NH:39][C:3](=[O:4])[C:2]([CH3:6])([C:7]1[CH:8]=[CH:9][C:10]([B:13]2[O:14][C:15]([CH3:20])([CH3:21])[C:16]([CH3:18])([CH3:19])[O:17]2)=[CH:11][CH:12]=1)[CH3:1])[CH:37]([CH3:40])[CH3:36], predict the reactants needed to synthesize it. The reactants are: [CH3:1][C:2]([C:7]1[CH:12]=[CH:11][C:10]([B:13]2[O:17][C:16]([CH3:19])([CH3:18])[C:15]([CH3:21])([CH3:20])[O:14]2)=[CH:9][CH:8]=1)([CH3:6])[C:3](O)=[O:4].C(Cl)CCl.C1C=CC2N(O)N=NC=2C=1.[CH3:36][CH:37]([CH3:40])[CH2:38][NH2:39].